The task is: Predict which catalyst facilitates the given reaction.. This data is from Catalyst prediction with 721,799 reactions and 888 catalyst types from USPTO. Reactant: Cl[C:2]1[N:7]=[CH:6][N:5]=[C:4]([C:8]2[CH:9]=[CH:10][C:11]([O:16][CH:17]3[CH2:22][CH2:21][O:20][CH2:19][CH2:18]3)=[C:12]([CH:15]=2)[C:13]#[N:14])[N:3]=1.[CH:23]1[C:28]([NH2:29])=[CH:27][C:26]2[O:30][C:31]([F:34])([F:33])[O:32][C:25]=2[CH:24]=1.C(N(CC)C(C)C)(C)C. Product: [F:34][C:31]1([F:33])[O:32][C:25]2[CH:24]=[CH:23][C:28]([NH:29][C:2]3[N:7]=[CH:6][N:5]=[C:4]([C:8]4[CH:9]=[CH:10][C:11]([O:16][CH:17]5[CH2:22][CH2:21][O:20][CH2:19][CH2:18]5)=[C:12]([CH:15]=4)[C:13]#[N:14])[N:3]=3)=[CH:27][C:26]=2[O:30]1. The catalyst class is: 10.